The task is: Predict the reactants needed to synthesize the given product.. This data is from Full USPTO retrosynthesis dataset with 1.9M reactions from patents (1976-2016). (1) Given the product [CH2:1]([C@H:8]([NH:29][C:30](=[O:70])[C@@H:31]([N:36]1[CH2:40][CH2:39][N:38]([CH2:41][C:42]2[CH:47]=[CH:46][CH:45]=[C:44]([CH2:48][OH:49])[N:43]=2)[C:37]1=[O:69])[C@@H:32]([CH3:35])[CH2:33][CH3:34])[C@H:9]([OH:28])[CH2:10][N:11]([S:16]([C:19]1[CH:20]=[CH:21][C:22](/[CH:25]=[N:26]/[OH:27])=[CH:23][CH:24]=1)(=[O:18])=[O:17])[CH2:12][CH:13]([CH3:14])[CH3:15])[C:2]1[CH:3]=[CH:4][CH:5]=[CH:6][CH:7]=1, predict the reactants needed to synthesize it. The reactants are: [CH2:1]([C@H:8]([NH:29][C:30](=[O:70])[C@@H:31]([N:36]1[CH2:40][CH2:39][N:38]([CH2:41][C:42]2[CH:47]=[CH:46][CH:45]=[C:44]([CH2:48][O:49]C(C3C=CC=CC=3)(C3C=CC=CC=3)C3C=CC=CC=3)[N:43]=2)[C:37]1=[O:69])[C@@H:32]([CH3:35])[CH2:33][CH3:34])[C@H:9]([OH:28])[CH2:10][N:11]([S:16]([C:19]1[CH:24]=[CH:23][C:22](/[CH:25]=[N:26]/[OH:27])=[CH:21][CH:20]=1)(=[O:18])=[O:17])[CH2:12][CH:13]([CH3:15])[CH3:14])[C:2]1[CH:7]=[CH:6][CH:5]=[CH:4][CH:3]=1.ClCCl.Cl. (2) Given the product [Cl:14][C:10]1[C:9]2[C:4](=[CH:5][CH:6]=[CH:7][CH:8]=2)[NH:3][C:2](=[O:17])[C:11]=1[C:12]#[N:13], predict the reactants needed to synthesize it. The reactants are: Cl[C:2]1[C:11]([C:12]#[N:13])=[C:10]([Cl:14])[C:9]2[C:4](=[CH:5][CH:6]=[CH:7][CH:8]=2)[N:3]=1.C([O-])(=[O:17])C.[NH4+]. (3) Given the product [Cl:1][C:2]1[CH:3]=[C:4]([C:9]2([C:32]([F:35])([F:34])[F:33])[CH2:17][C:16]3[C:11](=[CH:12][CH:13]=[C:14]([O:18][CH3:19])[CH:15]=3)[C:10]2=[O:20])[CH:5]=[C:6]([Cl:8])[CH:7]=1, predict the reactants needed to synthesize it. The reactants are: [Cl:1][C:2]1[CH:3]=[C:4]([CH:9]2[CH2:17][C:16]3[C:11](=[CH:12][CH:13]=[C:14]([O:18][CH3:19])[CH:15]=3)[C:10]2=[O:20])[CH:5]=[C:6]([Cl:8])[CH:7]=1.C1CCN2C(=NCCC2)CC1.[C:32](I)([F:35])([F:34])[F:33].S(S([O-])=O)([O-])=O.[Na+].[Na+]. (4) Given the product [Br:32][CH2:13][C:11]1[CH:10]=[CH:9][C:4]([C:5]([O:7][CH3:8])=[O:6])=[C:3]([O:2][CH3:1])[CH:12]=1, predict the reactants needed to synthesize it. The reactants are: [CH3:1][O:2][C:3]1[CH:12]=[C:11]([CH3:13])[CH:10]=[CH:9][C:4]=1[C:5]([O:7][CH3:8])=[O:6].C(OOC(=O)C1C=CC=CC=1)(=O)C1C=CC=CC=1.[Br:32]N1C(=O)CCC1=O. (5) The reactants are: [N+:1]([C:4]1[CH:13]=[CH:12][CH:11]=[C:10]2[C:5]=1[CH:6]=[CH:7][C:8]([C:14]([F:17])([F:16])[F:15])=[N:9]2)([O-])=O.C(=O)([O-])[O-].[K+].[K+]. Given the product [NH2:1][C:4]1[CH:13]=[CH:12][CH:11]=[C:10]2[C:5]=1[CH:6]=[CH:7][C:8]([C:14]([F:17])([F:15])[F:16])=[N:9]2, predict the reactants needed to synthesize it. (6) The reactants are: [CH:1]([O:4][C:5](=[O:21])[NH:6][C@@H:7]1[CH2:20][C:10]2[NH:11][C:12]3[CH:13]=[CH:14][C:15]([C:18]#[N:19])=[CH:16][C:17]=3[C:9]=2[CH2:8]1)([CH3:3])[CH3:2].Cl[CH2:23][C:24]1[CH:29]=[CH:28][CH:27]=[C:26]([F:30])[C:25]=1[O:31][CH3:32].C(=O)([O-])[O-].[Cs+].[Cs+]. Given the product [CH:1]([O:4][C:5](=[O:21])[NH:6][C@@H:7]1[CH2:20][C:10]2[N:11]([CH2:23][C:24]3[CH:29]=[CH:28][CH:27]=[C:26]([F:30])[C:25]=3[O:31][CH3:32])[C:12]3[CH:13]=[CH:14][C:15]([C:18]#[N:19])=[CH:16][C:17]=3[C:9]=2[CH2:8]1)([CH3:3])[CH3:2], predict the reactants needed to synthesize it. (7) The reactants are: [CH2:1]([OH:7])[CH2:2][O:3][CH2:4][CH2:5][OH:6].O.O.O.O.O.O.Cl([O-])(=O)(=O)=O.[La+3].Cl([O-])(=O)(=O)=O.Cl([O-])(=O)(=O)=O.C1(C)C=CC=CC=1.[CH2:37]([CH:39]1[O:41][CH2:40]1)Cl. Given the product [CH2:37]([O:7][CH2:1][CH2:2][O:3][CH2:4][CH2:5][OH:6])[CH:39]1[O:41][CH2:40]1, predict the reactants needed to synthesize it.